This data is from Catalyst prediction with 721,799 reactions and 888 catalyst types from USPTO. The task is: Predict which catalyst facilitates the given reaction. (1) Product: [CH2:51]([N:5]([CH2:1][CH2:2][CH2:3][CH3:4])[C:6]([C:8]1[CH:12]=[C:11]([CH3:13])[N:10]([C:14]2[CH:19]=[CH:18][C:17]([NH:20][S:21]([C:24]3[CH:29]=[CH:28][CH:27]=[CH:26][CH:25]=3)(=[O:22])=[O:23])=[CH:16][C:15]=2[C:30]([N:32]2[CH:41]([CH2:42][OH:43])[CH2:40][C:39]3[C:34](=[CH:35][CH:36]=[CH:37][CH:38]=3)[CH2:33]2)=[O:31])[N:9]=1)=[O:7])[CH2:52][CH2:53][CH3:54]. The catalyst class is: 20. Reactant: [CH2:1]([N:5]([CH2:51][CH2:52][CH2:53][CH3:54])[C:6]([C:8]1[CH:12]=[C:11]([CH3:13])[N:10]([C:14]2[CH:19]=[CH:18][C:17]([NH:20][S:21]([C:24]3[CH:29]=[CH:28][CH:27]=[CH:26][CH:25]=3)(=[O:23])=[O:22])=[CH:16][C:15]=2[C:30]([N:32]2[C@H:41]([CH2:42][O:43][Si](C(C)(C)C)(C)C)[CH2:40][C:39]3[C:34](=[CH:35][CH:36]=[CH:37][CH:38]=3)[CH2:33]2)=[O:31])[N:9]=1)=[O:7])[CH2:2][CH2:3][CH3:4].C(N(CCCC)C(C1C=C(C)N(C2C=CC(N(S(C3C=CC=CC=3)(=O)=O)S(C3C=CC=CC=3)(=O)=O)=CC=2C(N2[C@H](CO[Si](C(C)(C)C)(C)C)CC3C(=CC=CC=3)C2)=O)N=1)=O)CCC.Cl.C([O-])(O)=O.[Na+]. (2) Reactant: [NH:1]1[CH2:6][CH:5]=[C:4]([C:7]2[C:15]3[C:10](=[N:11][CH:12]=[CH:13][CH:14]=3)[NH:9][CH:8]=2)[CH2:3][CH2:2]1.C(N(CC)CC)C.[C:23]1([CH2:29][CH2:30][S:31](Cl)(=[O:33])=[O:32])[CH:28]=[CH:27][CH:26]=[CH:25][CH:24]=1. The catalyst class is: 42. Product: [C:23]1([CH2:29][CH2:30][S:31]([N:1]2[CH2:2][CH:3]=[C:4]([C:7]3[C:15]4[C:10](=[N:11][CH:12]=[CH:13][CH:14]=4)[NH:9][CH:8]=3)[CH2:5][CH2:6]2)(=[O:33])=[O:32])[CH:28]=[CH:27][CH:26]=[CH:25][CH:24]=1. (3) Reactant: [CH2:1]([O:3][C:4]([C@@H:6]1[CH2:10][C@H:9]([NH:11][C:12](=[O:32])[CH2:13][CH2:14][CH2:15][CH2:16][CH:17]([C:25]2[CH:30]=[CH:29][C:28]([F:31])=[CH:27][CH:26]=2)[C:18]2[CH:23]=[CH:22][C:21]([F:24])=[CH:20][CH:19]=2)[CH2:8][NH:7]1)=[O:5])[CH3:2].[C:33]([C:37]1[CH:38]=[C:39]([CH:43]=[C:44]([C:48]([CH3:51])([CH3:50])[CH3:49])[C:45]=1[O:46][CH3:47])[C:40](O)=[O:41])([CH3:36])([CH3:35])[CH3:34].C(Cl)CCl. Product: [CH2:1]([O:3][C:4]([C@@H:6]1[CH2:10][C@H:9]([NH:11][C:12](=[O:32])[CH2:13][CH2:14][CH2:15][CH2:16][CH:17]([C:18]2[CH:19]=[CH:20][C:21]([F:24])=[CH:22][CH:23]=2)[C:25]2[CH:30]=[CH:29][C:28]([F:31])=[CH:27][CH:26]=2)[CH2:8][N:7]1[C:40](=[O:41])[C:39]1[CH:43]=[C:44]([C:48]([CH3:49])([CH3:50])[CH3:51])[C:45]([O:46][CH3:47])=[C:37]([C:33]([CH3:36])([CH3:35])[CH3:34])[CH:38]=1)=[O:5])[CH3:2]. The catalyst class is: 64. (4) Reactant: [CH3:1][O:2][C:3]1[CH:12]=[CH:11][C:6]([C:7](OC)=[O:8])=[CH:5][N:4]=1.[H-].[Al+3].[Li+].[H-].[H-].[H-].C(C(C(C([O-])=O)O)O)([O-])=O.[Na+].[K+]. Product: [CH3:1][O:2][C:3]1[N:4]=[CH:5][C:6]([CH2:7][OH:8])=[CH:11][CH:12]=1. The catalyst class is: 7.